This data is from Forward reaction prediction with 1.9M reactions from USPTO patents (1976-2016). The task is: Predict the product of the given reaction. (1) Given the reactants C1(N2C(=O)C3=CNC4C=CC(N5CCNCC5)=NC=4C3=N2)C=CC=CC=1.F[C:28]1[CH:37]=[CH:36][C:35]2[NH:34][CH:33]=[C:32]3[C:38](=[O:47])[N:39]([C:41]4[CH:46]=[CH:45][CH:44]=[CH:43][N:42]=4)[N:40]=[C:31]3[C:30]=2[N:29]=1.[NH:48]1[CH2:53][CH2:52][O:51][CH2:50][CH2:49]1.N1CCNCC1, predict the reaction product. The product is: [N:48]1([C:28]2[CH:37]=[CH:36][C:35]3[NH:34][CH:33]=[C:32]4[C:38](=[O:47])[N:39]([C:41]5[CH:46]=[CH:45][CH:44]=[CH:43][N:42]=5)[N:40]=[C:31]4[C:30]=3[N:29]=2)[CH2:53][CH2:52][O:51][CH2:50][CH2:49]1. (2) Given the reactants Br[CH:2]=[CH:3][CH2:4][CH2:5][CH2:6][CH2:7][CH2:8][CH2:9][CH2:10][CH2:11][CH2:12][CH2:13][CH2:14][CH2:15][CH2:16][CH2:17][CH3:18].Br[CH2:20][CH2:21][CH2:22][CH:23]=[CH2:24].BrCCCCCCCCCCCCBr, predict the reaction product. The product is: [CH2:2]=[CH:3][CH2:4][CH2:5][CH2:6][CH2:7][CH2:8][CH2:9][CH2:10][CH2:11][CH2:12][CH2:13][CH2:14][CH2:15][CH2:16][CH2:17][CH2:18][CH2:24][CH2:23][CH2:22][CH:21]=[CH2:20].